Dataset: Full USPTO retrosynthesis dataset with 1.9M reactions from patents (1976-2016). Task: Predict the reactants needed to synthesize the given product. (1) Given the product [OH:2][C:3]1[CH:4]=[CH:5][C:6]([C:9]2[CH:10]=[C:11]3[N:16]([CH:17]=2)[CH:15]=[CH:14][CH:13]=[CH:12]3)=[CH:7][CH:8]=1, predict the reactants needed to synthesize it. The reactants are: C[O:2][C:3]1[CH:8]=[CH:7][C:6]([C:9]2[CH:10]=[C:11]3[N:16]([CH:17]=2)[CH:15]=[CH:14][CH:13]=[CH:12]3)=[CH:5][CH:4]=1.C([S-])C.[Na+]. (2) Given the product [CH2:1]([O:3][C:4](=[O:28])[CH2:5][C:13]1[CH:18]=[CH:17][C:16]([N+:19]([O-:21])=[O:20])=[C:15]([O:22][CH2:23][C:24]([F:26])([F:27])[F:25])[CH:14]=1)[CH3:2], predict the reactants needed to synthesize it. The reactants are: [CH2:1]([O:3][C:4](=[O:28])[CH:5]([C:13]1[CH:18]=[CH:17][C:16]([N+:19]([O-:21])=[O:20])=[C:15]([O:22][CH2:23][C:24]([F:27])([F:26])[F:25])[CH:14]=1)C(OC(C)(C)C)=O)[CH3:2]. (3) Given the product [Cl:1][C:2]1[N:3]=[C:4]2[CH:9]=[CH:8][C:7]([CH:10]3[CH2:12][CH2:11]3)=[N:6][N:5]2[C:13]=1[S:14]([NH2:17])(=[O:15])=[O:16], predict the reactants needed to synthesize it. The reactants are: [Cl:1][C:2]1[N:3]=[C:4]2[CH:9]=[CH:8][C:7]([CH:10]3[CH2:12][CH2:11]3)=[N:6][N:5]2[C:13]=1[S:14]([N:17]=CN(CC(C)C)CC(C)C)(=[O:16])=[O:15].Cl. (4) Given the product [OH:13][CH:6]([C:7]1[CH:12]=[CH:11][CH:10]=[CH:9][CH:8]=1)[CH2:15][C:16]([O:18][CH3:19])=[O:17], predict the reactants needed to synthesize it. The reactants are: C[Si](C)(C)Cl.[CH:6](=[O:13])[C:7]1[CH:12]=[CH:11][CH:10]=[CH:9][CH:8]=1.Br[CH2:15][C:16]([O:18][CH3:19])=[O:17].Cl. (5) Given the product [Br:1][CH2:2][CH2:3][C:4]1[C:15]2[C:16]([O:25][CH3:26])([O:18][CH3:31])[C:19]3[C:9](=[CH:10][CH:11]=[CH:12][CH:13]=3)[C:8]=2[CH:7]=[CH:6][CH:5]=1, predict the reactants needed to synthesize it. The reactants are: [Br:1][C:2]1C=[CH:13][C:12]2[C:11]3[C:6](=[CH:7][CH:8]=[CH:9][CH:10]=3)[CH2:5][C:4]=2[CH:3]=1.[CH3:15][C:16]([CH3:19])([O-:18])C.[K+].S([O:25][CH2:26]COC)(=O)(=O)C.O1CCC[CH2:31]1. (6) Given the product [NH2:1][C:2]1[C:10]([Br:12])=[CH:9][C:8]([F:11])=[CH:7][C:3]=1[C:4]([OH:6])=[O:5].[BrH:12], predict the reactants needed to synthesize it. The reactants are: [NH2:1][C:2]1[CH:10]=[CH:9][C:8]([F:11])=[CH:7][C:3]=1[C:4]([OH:6])=[O:5].[Br:12]Br. (7) Given the product [CH3:1][N:2]1[C:7](=[O:8])[C:6]([N:9]2[CH2:14][CH2:13][O:12][CH2:11][CH2:10]2)=[C:5]2[C:15](=[O:31])[N:16]([CH2:19][CH2:20][C:21]3[CH:30]=[CH:29][C:28]4[C:23](=[CH:24][CH:25]=[CH:26][CH:27]=4)[N:22]=3)[C:17](=[S:41])[C:4]2=[CH:3]1, predict the reactants needed to synthesize it. The reactants are: [CH3:1][N:2]1[C:7](=[O:8])[C:6]([N:9]2[CH2:14][CH2:13][O:12][CH2:11][CH2:10]2)=[C:5]2[C:15](=[O:31])[N:16]([CH2:19][CH2:20][C:21]3[CH:30]=[CH:29][C:28]4[C:23](=[CH:24][CH:25]=[CH:26][CH:27]=4)[N:22]=3)[C:17](=O)[C:4]2=[CH:3]1.COC1C=CC(P2(SP(C3C=CC(OC)=CC=3)(=S)S2)=[S:41])=CC=1. (8) Given the product [C:34]([O:38][C:39]([NH:41][CH2:42][CH2:43][NH:44][C:31]([C:12]1[N:11]([C:8]2[CH:9]=[CH:10][C:5]([O:4][CH:1]([CH3:3])[CH3:2])=[CH:6][CH:7]=2)[C:19]2[C:14]([CH:13]=1)=[CH:15][C:16]([O:20][C:21]1[CH:26]=[CH:25][C:24]([C:27]([F:29])([F:28])[F:30])=[CH:23][N:22]=1)=[CH:17][CH:18]=2)=[O:32])=[O:40])([CH3:37])([CH3:36])[CH3:35], predict the reactants needed to synthesize it. The reactants are: [CH:1]([O:4][C:5]1[CH:10]=[CH:9][C:8]([N:11]2[C:19]3[C:14](=[CH:15][C:16]([O:20][C:21]4[CH:26]=[CH:25][C:24]([C:27]([F:30])([F:29])[F:28])=[CH:23][N:22]=4)=[CH:17][CH:18]=3)[CH:13]=[C:12]2[C:31](O)=[O:32])=[CH:7][CH:6]=1)([CH3:3])[CH3:2].[C:34]([O:38][C:39]([NH:41][CH2:42][CH2:43][NH2:44])=[O:40])([CH3:37])([CH3:36])[CH3:35].Cl.CN(C)CCCN=C=NCC.ON1C2C=CC=CC=2N=N1.CCN(CC)CC. (9) Given the product [C:48]([O:47][C:46]([NH:45][CH:42]([C:38]1[C:37]([F:53])=[C:36]([C:24]2[CH:25]=[C:4]([O:3][CH2:1][CH3:2])[CH:5]=[C:6]([CH2:7][O:8][C:9]3[CH:14]=[CH:13][CH:12]=[CH:11][C:10]=3[CH2:15][C:16]([O:18][C:19]([CH3:20])([CH3:22])[CH3:21])=[O:17])[CH:23]=2)[CH:41]=[CH:40][CH:39]=1)[CH2:43][F:44])=[O:52])([CH3:51])([CH3:50])[CH3:49], predict the reactants needed to synthesize it. The reactants are: [CH2:1]([O:3][C:4]1[CH:5]=[C:6]([CH:23]=[C:24](B2OC(C)(C)C(C)(C)O2)[CH:25]=1)[CH2:7][O:8][C:9]1[CH:14]=[CH:13][CH:12]=[CH:11][C:10]=1[CH2:15][C:16]([O:18][C:19]([CH3:22])([CH3:21])[CH3:20])=[O:17])[CH3:2].Br[C:36]1[C:37]([F:53])=[C:38]([CH:42]([NH:45][C:46](=[O:52])[O:47][C:48]([CH3:51])([CH3:50])[CH3:49])[CH2:43][F:44])[CH:39]=[CH:40][CH:41]=1.[O-]P([O-])([O-])=O.[K+].[K+].[K+].C(Cl)Cl.